Dataset: Forward reaction prediction with 1.9M reactions from USPTO patents (1976-2016). Task: Predict the product of the given reaction. Given the reactants [N:1]12[CH2:8][CH2:7][CH:4]([CH2:5][CH2:6]1)[C@H:3](OS(C)(=O)=O)[CH2:2]2.[F:14][C:15]1[CH:20]=[CH:19][C:18]([SH:21])=[CH:17][CH:16]=1, predict the reaction product. The product is: [F:14][C:15]1[CH:20]=[CH:19][C:18]([S:21][C@@H:3]2[CH:4]3[CH2:7][CH2:8][N:1]([CH2:6][CH2:5]3)[CH2:2]2)=[CH:17][CH:16]=1.